The task is: Predict which catalyst facilitates the given reaction.. This data is from Catalyst prediction with 721,799 reactions and 888 catalyst types from USPTO. (1) Reactant: F[C:2]1[CH:3]=[C:4]2[C:8](=[CH:9][C:10]=1[F:11])[NH:7][CH:6]=[C:5]2[C:12]1[CH:13]=[N:14][N:15](CC2CCNCC2)[CH:16]=1.[OH-].[Na+]. Product: [F:11][C:10]1[CH:9]=[C:8]2[C:4]([C:5]([C:12]3[CH:16]=[N:15][NH:14][CH:13]=3)=[CH:6][NH:7]2)=[CH:3][CH:2]=1. The catalyst class is: 24. (2) Reactant: I[C:2]1[CH:3]=[N:4][CH:5]=[C:6]([C:9]=1[NH:10][C:11]1[C:12]([CH3:20])=[C:13]2[C:17](=[CH:18][CH:19]=1)[NH:16][CH:15]=[CH:14]2)[C:7]#[N:8].[O:21]1[C:25]2[CH:26]=[CH:27][CH:28]=[CH:29][C:24]=2[CH:23]=[C:22]1B(O)O.C([O-])([O-])=O.[Na+].[Na+]. Product: [O:21]1[C:25]2[CH:26]=[CH:27][CH:28]=[CH:29][C:24]=2[CH:23]=[C:22]1[C:2]1[CH:3]=[N:4][CH:5]=[C:6]([C:9]=1[NH:10][C:11]1[C:12]([CH3:20])=[C:13]2[C:17](=[CH:18][CH:19]=1)[NH:16][CH:15]=[CH:14]2)[C:7]#[N:8]. The catalyst class is: 104.